From a dataset of Reaction yield outcomes from USPTO patents with 853,638 reactions. Predict the reaction yield, written as a fraction of the theoretical maximum amount of product (1.0 means a 100% yield; for example, 0.34 means a 34% yield). (1) The reactants are [C:1]([C:5]1[CH:6]=[C:7]([NH:17][C:18]([NH:20][C@@H:21]2[C:30]3[C:25](=[CH:26][CH:27]=[CH:28][CH:29]=3)[C@H:24]([O:31][C:32]3[CH:33]=[CH:34][C:35]4[N:36]([C:38]([C@:41]5([CH2:47][O:48][Si](C(C)C)(C(C)C)C(C)C)[CH2:45][CH2:44][CH2:43][N:42]5[CH3:46])=[N:39][N:40]=4)[CH:37]=3)[CH2:23][CH2:22]2)=[O:19])[N:8]([C:10]2[CH:15]=[CH:14][C:13]([CH3:16])=[CH:12][CH:11]=2)[N:9]=1)([CH3:4])([CH3:3])[CH3:2].CCCC[N+](CCCC)(CCCC)CCCC.[F-].N. The catalyst is C1COCC1.CO.C(Cl)Cl. The product is [C:1]([C:5]1[CH:6]=[C:7]([NH:17][C:18]([NH:20][C@@H:21]2[C:30]3[C:25](=[CH:26][CH:27]=[CH:28][CH:29]=3)[C@H:24]([O:31][C:32]3[CH:33]=[CH:34][C:35]4[N:36]([C:38]([C@:41]5([CH2:47][OH:48])[CH2:45][CH2:44][CH2:43][N:42]5[CH3:46])=[N:39][N:40]=4)[CH:37]=3)[CH2:23][CH2:22]2)=[O:19])[N:8]([C:10]2[CH:15]=[CH:14][C:13]([CH3:16])=[CH:12][CH:11]=2)[N:9]=1)([CH3:4])([CH3:2])[CH3:3]. The yield is 0.560. (2) The reactants are Br[C:2]1[CH:28]=[C:27]([F:29])[C:5]2[N:6]([CH2:9][C:10]3[CH:26]=[CH:25][C:13]4[N:14]=[C:15]([NH:17][C@@H:18]5[CH2:23][CH2:22][CH2:21][CH2:20][C@H:19]5[OH:24])[S:16][C:12]=4[CH:11]=3)[CH:7]=[N:8][C:4]=2[CH:3]=1.[O:30]1[CH2:35][CH:34]=[C:33](B2OC(C)(C)C(C)(C)O2)[CH2:32][CH2:31]1.C(=O)([O-])[O-].[Na+].[Na+].O1CCOCC1. The catalyst is C1C=CC(P(C2C=CC=CC=2)[C-]2C=CC=C2)=CC=1.C1C=CC(P(C2C=CC=CC=2)[C-]2C=CC=C2)=CC=1.Cl[Pd]Cl.[Fe+2].O. The product is [O:30]1[CH2:31][CH:32]=[C:33]([C:2]2[CH:28]=[C:27]([F:29])[C:5]3[N:6]([CH2:9][C:10]4[CH:26]=[CH:25][C:13]5[N:14]=[C:15]([NH:17][C@@H:18]6[CH2:23][CH2:22][CH2:21][CH2:20][C@H:19]6[OH:24])[S:16][C:12]=5[CH:11]=4)[CH:7]=[N:8][C:4]=3[CH:3]=2)[CH2:34][CH2:35]1. The yield is 0.360. (3) The reactants are [Cl:1][C:2]1[CH:3]=[C:4](/[CH:8]=[CH:9]/[CH:10]2[N:15]3[CH2:16][CH2:17][N:18](C(OC(C)(C)C)=O)[CH2:19][C@@H:14]3[CH2:13][CH2:12][CH2:11]2)[CH:5]=[CH:6][CH:7]=1.C(O)(C(F)(F)F)=O. The catalyst is C(Cl)Cl. The product is [Cl:1][C:2]1[CH:3]=[C:4](/[CH:8]=[CH:9]/[CH:10]2[N:15]3[CH2:16][CH2:17][NH:18][CH2:19][C@@H:14]3[CH2:13][CH2:12][CH2:11]2)[CH:5]=[CH:6][CH:7]=1. The yield is 0.850.